This data is from Forward reaction prediction with 1.9M reactions from USPTO patents (1976-2016). The task is: Predict the product of the given reaction. (1) Given the reactants [CH2:1]([N:8]1[CH2:12][CH2:11][CH:10]([NH:13][C:14]2[N:19]=[C:18]([CH3:20])[C:17](/[CH:21]=[CH:22]/[C:23](O)=[O:24])=[CH:16][N:15]=2)[CH2:9]1)[C:2]1[CH:7]=[CH:6][CH:5]=[CH:4][CH:3]=1.[O:26]1[CH2:31][CH2:30][CH2:29][CH2:28][CH:27]1[O:32][NH2:33].C1C=CC2N(O)N=NC=2C=1.CCN=C=NCCCN(C)C, predict the reaction product. The product is: [CH2:1]([N:8]1[CH2:12][CH2:11][CH:10]([NH:13][C:14]2[N:19]=[C:18]([CH3:20])[C:17](/[CH:21]=[CH:22]/[C:23]([NH:33][O:32][CH:27]3[CH2:28][CH2:29][CH2:30][CH2:31][O:26]3)=[O:24])=[CH:16][N:15]=2)[CH2:9]1)[C:2]1[CH:7]=[CH:6][CH:5]=[CH:4][CH:3]=1. (2) Given the reactants [OH-].[Na+].[CH2:3]([N:10]1[CH2:15][CH2:14][CH2:13][C:12]([OH:20])([C:16]([O:18]C)=[O:17])[CH2:11]1)[C:4]1[CH:9]=[CH:8][CH:7]=[CH:6][CH:5]=1.O, predict the reaction product. The product is: [CH2:3]([N:10]1[CH2:15][CH2:14][CH2:13][C:12]([OH:20])([C:16]([OH:18])=[O:17])[CH2:11]1)[C:4]1[CH:5]=[CH:6][CH:7]=[CH:8][CH:9]=1. (3) Given the reactants [S:1]1[C:5]2[CH:6]=[CH:7][CH:8]=[CH:9][C:4]=2[N:3]=[C:2]1[NH:10][C:11]([N:13]1[C:22]2[C:17](=[CH:18][CH:19]=[C:20]([C:23]3[N:28]=[C:27]([C:29]([O:31]C)=[O:30])[C:26]([O:33][CH2:34][CH2:35][O:36][C:37]4[CH:42]=[CH:41][CH:40]=[CH:39][CH:38]=4)=[CH:25][CH:24]=3)[CH:21]=2)[CH2:16][CH2:15][CH2:14]1)=[O:12].[Li+].[OH-].O, predict the reaction product. The product is: [S:1]1[C:5]2[CH:6]=[CH:7][CH:8]=[CH:9][C:4]=2[N:3]=[C:2]1[NH:10][C:11]([N:13]1[C:22]2[C:17](=[CH:18][CH:19]=[C:20]([C:23]3[N:28]=[C:27]([C:29]([OH:31])=[O:30])[C:26]([O:33][CH2:34][CH2:35][O:36][C:37]4[CH:38]=[CH:39][CH:40]=[CH:41][CH:42]=4)=[CH:25][CH:24]=3)[CH:21]=2)[CH2:16][CH2:15][CH2:14]1)=[O:12]. (4) Given the reactants CS([C:5]1[N:10]=[C:9]([N:11]2[C:15]3[CH:16]=[CH:17][CH:18]=[CH:19][C:14]=3[N:13]=[N:12]2)[CH:8]=[CH:7][N:6]=1)(=O)=O.CN1C(=O)CCC1.C(N(C(C)C)CC)(C)C.[NH2:36][CH:37]1[CH2:42][CH2:41][CH:40]([NH:43][C:44](=[O:48])[CH2:45][O:46][CH3:47])[CH2:39][CH2:38]1, predict the reaction product. The product is: [N:11]1([C:9]2[CH:8]=[CH:7][N:6]=[C:5]([NH:36][C@H:37]3[CH2:42][CH2:41][C@H:40]([NH:43][C:44](=[O:48])[CH2:45][O:46][CH3:47])[CH2:39][CH2:38]3)[N:10]=2)[C:15]2[CH:16]=[CH:17][CH:18]=[CH:19][C:14]=2[N:13]=[N:12]1.